This data is from Forward reaction prediction with 1.9M reactions from USPTO patents (1976-2016). The task is: Predict the product of the given reaction. (1) Given the reactants [F:1][C:2]1[CH:7]=[C:6]([F:8])[CH:5]=[CH:4][C:3]=1[CH2:9][NH:10][C:11]([C:13]1[C:14](=[O:33])[C:15]([OH:32])=[C:16]2[C:29](=[O:30])[N:20]3[CH2:21][CH2:22][C@@H:23]4[CH2:28][CH2:27][CH2:26][CH2:25][N:24]4[C@@H:19]3[CH2:18][N:17]2[CH:31]=1)=[O:12].N1CCCC[C@H]1CCN.FC1C=C(F)C=CC=1CNC(C1C(=O)C(OCC2C=CC=CC=2)=C2C(=O)N3CC[C@@H]4CCCCN4[C@@H]3CN2C=1)=O, predict the reaction product. The product is: [F:1][C:2]1[CH:7]=[C:6]([F:8])[CH:5]=[CH:4][C:3]=1[CH2:9][NH:10][C:11]([C:13]1[C:14](=[O:33])[C:15]([OH:32])=[C:16]2[C:29](=[O:30])[N:20]3[CH2:21][CH2:22][CH:23]4[CH2:28][CH2:27][CH2:26][CH2:25][N:24]4[CH:19]3[CH2:18][N:17]2[CH:31]=1)=[O:12]. (2) Given the reactants [ClH:1].[CH3:2][N:3]1[CH2:8][CH2:7][C:6]2[N:9]=[C:10]([C:12]([NH:14][C@@H:15]3[CH2:20][CH2:19][CH2:18][CH2:17][C@@H]3N)=[O:13])[S:11][C:5]=2[CH2:4]1.O.O[N:24]1[C:28]2[CH:29]=[CH:30][CH:31]=[CH:32]C=2N=N1.Cl.C[N:35](C)[CH2:36][CH2:37]CN=C=NCC.Cl.C[N:47]([CH3:50])[CH:48]=[O:49], predict the reaction product. The product is: [ClH:1].[Cl:1][C:31]1[CH:30]=[CH:29][C:28]2[N:24]([CH:37]=[C:36]([C:48]([NH:47][C@@H:50]3[CH2:17][CH2:18][CH2:19][CH2:20][C@@H:15]3[NH:14][C:12]([C:10]3[S:11][C:5]4[CH2:4][N:3]([CH3:2])[CH2:8][CH2:7][C:6]=4[N:9]=3)=[O:13])=[O:49])[N:35]=2)[CH:32]=1. (3) Given the reactants [CH3:1][O:2][C:3]([C:5]1[CH:6]=[N:7][N:8]2[CH:13]=[C:12]([OH:14])[CH:11]=[CH:10][C:9]=12)=[O:4].[O-]P([O-])([O-])=O.[K+].[K+].[K+].[NH2:23][C:24]1[N:29]=[C:28](Cl)[CH:27]=[C:26]([Cl:31])[N:25]=1.CCOC(C)=O, predict the reaction product. The product is: [CH3:1][O:2][C:3]([C:5]1[CH:6]=[N:7][N:8]2[CH:13]=[C:12]([O:14][C:28]3[CH:27]=[C:26]([Cl:31])[N:25]=[C:24]([NH2:23])[N:29]=3)[CH:11]=[CH:10][C:9]=12)=[O:4]. (4) Given the reactants [Cl:1][C:2]1[CH:3]=[N:4][C:5]2[N:6]([N:8]=[C:9]([C:11]([OH:13])=O)[CH:10]=2)[CH:7]=1.[CH3:14][CH:15]1[NH:20][CH2:19][CH2:18][N:17]2[C:21]([C:24]#[N:25])=[CH:22][CH:23]=[C:16]12, predict the reaction product. The product is: [Cl:1][C:2]1[CH:3]=[N:4][C:5]2[N:6]([N:8]=[C:9]([C:11]([N:20]3[CH2:19][CH2:18][N:17]4[C:21]([C:24]#[N:25])=[CH:22][CH:23]=[C:16]4[CH:15]3[CH3:14])=[O:13])[CH:10]=2)[CH:7]=1. (5) Given the reactants [Cl:1][C:2]1[CH:7]=[CH:6][C:5]([NH:8][C:9]([CH:11]2[CH2:16][C:15]([F:18])([F:17])[CH2:14][NH:13][CH2:12]2)=[O:10])=[CH:4][CH:3]=1.[O:19]1[CH:23]=[CH:22][CH:21]=[C:20]1[C:24]1[CH:29]=[CH:28][N:27]=[C:26]([C:30](O)=[O:31])[CH:25]=1.C(N(CC)C(C)C)(C)C.Cl.C(N=C=NCCCN(C)C)C, predict the reaction product. The product is: [Cl:1][C:2]1[CH:3]=[CH:4][C:5]([NH:8][C:9]([CH:11]2[CH2:16][C:15]([F:18])([F:17])[CH2:14][N:13]([C:30]([C:26]3[CH:25]=[C:24]([C:20]4[O:19][CH:23]=[CH:22][CH:21]=4)[CH:29]=[CH:28][N:27]=3)=[O:31])[CH2:12]2)=[O:10])=[CH:6][CH:7]=1. (6) Given the reactants [C:1]1([C@H:7]([C:9]([OH:11])=[O:10])[NH2:8])[CH:6]=[CH:5][CH:4]=[CH:3][CH:2]=1.[CH3:12][C:13]([O:16][C:17](O[C:17]([O:16][C:13]([CH3:15])([CH3:14])[CH3:12])=[O:18])=[O:18])([CH3:15])[CH3:14], predict the reaction product. The product is: [C:13]([O:16][C:17]([NH:8][C@H:7]([C:1]1[CH:6]=[CH:5][CH:4]=[CH:3][CH:2]=1)[C:9]([OH:11])=[O:10])=[O:18])([CH3:15])([CH3:14])[CH3:12].